This data is from Reaction yield outcomes from USPTO patents with 853,638 reactions. The task is: Predict the reaction yield, written as a fraction of the theoretical maximum amount of product (1.0 means a 100% yield; for example, 0.34 means a 34% yield). The reactants are [CH:1]([O:4][C:5]([N:7]1[CH2:12][CH2:11][CH:10]([O:13][C:14]2[C:19]([CH2:20][CH3:21])=[C:18](Cl)[N:17]=[CH:16][N:15]=2)[CH2:9][CH2:8]1)=[O:6])([CH3:3])[CH3:2].[F:23][C:24]1[CH:29]=[C:28]([S:30]([CH3:33])(=[O:32])=[O:31])[CH:27]=[CH:26][C:25]=1[OH:34].[H-].[Na+]. The catalyst is CS(C)=O. The product is [CH:1]([O:4][C:5]([N:7]1[CH2:12][CH2:11][CH:10]([O:13][C:14]2[C:19]([CH2:20][CH3:21])=[C:18]([O:34][C:25]3[CH:26]=[CH:27][C:28]([S:30]([CH3:33])(=[O:32])=[O:31])=[CH:29][C:24]=3[F:23])[N:17]=[CH:16][N:15]=2)[CH2:9][CH2:8]1)=[O:6])([CH3:3])[CH3:2]. The yield is 0.276.